Dataset: Full USPTO retrosynthesis dataset with 1.9M reactions from patents (1976-2016). Task: Predict the reactants needed to synthesize the given product. (1) Given the product [Si:15]([O:32][CH2:33][C:34]([CH3:39])([CH3:38])[C:35]([NH:2][CH2:3][C:4]([C:6]1[CH:11]=[CH:10][CH:9]=[C:8]([N+:12]([O-:14])=[O:13])[CH:7]=1)=[O:5])=[O:36])([C:28]([CH3:30])([CH3:31])[CH3:29])([C:22]1[CH:23]=[CH:24][CH:25]=[CH:26][CH:27]=1)[C:16]1[CH:17]=[CH:18][CH:19]=[CH:20][CH:21]=1, predict the reactants needed to synthesize it. The reactants are: Cl.[NH2:2][CH2:3][C:4]([C:6]1[CH:11]=[CH:10][CH:9]=[C:8]([N+:12]([O-:14])=[O:13])[CH:7]=1)=[O:5].[Si:15]([O:32][CH2:33][C:34]([CH3:39])([CH3:38])[C:35](O)=[O:36])([C:28]([CH3:31])([CH3:30])[CH3:29])([C:22]1[CH:27]=[CH:26][CH:25]=[CH:24][CH:23]=1)[C:16]1[CH:21]=[CH:20][CH:19]=[CH:18][CH:17]=1.CN(C(ON1N=NC2C=CC=NC1=2)=[N+](C)C)C.F[P-](F)(F)(F)(F)F.CCN(C(C)C)C(C)C. (2) Given the product [CH:3]1[C:12]2[C:7](=[C:8]([N:13]([CH3:28])[C:14]([NH:16][CH2:17][C:18]3[CH:23]=[CH:22][C:21]([C:24]([F:25])([F:26])[F:27])=[CH:20][CH:19]=3)=[O:15])[CH:9]=[CH:10][CH:11]=2)[CH:6]=[CH:5][N:4]=1, predict the reactants needed to synthesize it. The reactants are: [H-].[Na+].[CH:3]1[C:12]2[C:7](=[C:8]([NH:13][C:14]([NH:16][CH2:17][C:18]3[CH:23]=[CH:22][C:21]([C:24]([F:27])([F:26])[F:25])=[CH:20][CH:19]=3)=[O:15])[CH:9]=[CH:10][CH:11]=2)[CH:6]=[CH:5][N:4]=1.[CH3:28]I.CO.